Task: Predict the product of the given reaction.. Dataset: Forward reaction prediction with 1.9M reactions from USPTO patents (1976-2016) Given the reactants [N+](C1C=CC(C([O:10][CH:11]2[CH2:16][CH2:15][C:14]([N:18]3[CH2:22][CH2:21][CH:20]([CH2:23][C:24]4[CH:29]=[CH:28][C:27]([Cl:30])=[CH:26][C:25]=4[Cl:31])[C:19]3=[O:32])([CH3:17])[CH2:13][CH2:12]2)=O)=CC=1)([O-])=O.C([O-])([O-])=O.[K+].[K+], predict the reaction product. The product is: [Cl:31][C:25]1[CH:26]=[C:27]([Cl:30])[CH:28]=[CH:29][C:24]=1[CH2:23][CH:20]1[CH2:21][CH2:22][N:18]([C:14]2([CH3:17])[CH2:15][CH2:16][CH:11]([OH:10])[CH2:12][CH2:13]2)[C:19]1=[O:32].